This data is from Full USPTO retrosynthesis dataset with 1.9M reactions from patents (1976-2016). The task is: Predict the reactants needed to synthesize the given product. (1) Given the product [CH2:20]([C:15]1[N:14]=[N:13][C:12]([N:9]2[CH2:10][CH2:11][CH:6]([C:4]([OH:5])=[O:3])[CH2:7][CH2:8]2)=[C:17]([CH3:18])[C:16]=1[CH3:19])[C:21]1[CH:26]=[CH:25][CH:24]=[CH:23][CH:22]=1, predict the reactants needed to synthesize it. The reactants are: C([O:3][C:4]([CH:6]1[CH2:11][CH2:10][N:9]([C:12]2[N:13]=[N:14][C:15]([CH2:20][C:21]3[CH:26]=[CH:25][CH:24]=[CH:23][CH:22]=3)=[C:16]([CH3:19])[C:17]=2[CH3:18])[CH2:8][CH2:7]1)=[O:5])C.[OH-].[Na+]. (2) Given the product [C:11]([O:10][C:8](=[O:9])[CH2:7][N:6]1[C:5]2[CH:15]=[CH:16][CH:17]=[CH:18][C:4]=2[N:3]=[C:2]1[SH:1]([CH2:32][CH:28]1[CH2:29][CH2:30][CH2:31][NH:26][CH2:27]1)[C:58]([O:57][C:53]([CH3:56])([CH3:55])[CH3:54])=[O:59])([CH3:13])([CH3:14])[CH3:12], predict the reactants needed to synthesize it. The reactants are: [SH:1][C:2]1[N:6]([CH2:7][C:8]([O:10][C:11]([CH3:14])([CH3:13])[CH3:12])=[O:9])[C:5]2[CH:15]=[CH:16][CH:17]=[CH:18][C:4]=2[N:3]=1.C(OC([N:26]1[CH2:31][CH2:30][CH2:29][CH:28]([CH2:32]O)[CH2:27]1)=O)(C)(C)C.C1(P(C2C=CC=CC=2)C2C=CC=CC=2)C=CC=CC=1.[C:53]([O:57][C:58](N=N[C:58]([O:57][C:53]([CH3:56])([CH3:55])[CH3:54])=[O:59])=[O:59])([CH3:56])([CH3:55])[CH3:54].